From a dataset of Experimentally validated miRNA-target interactions with 360,000+ pairs, plus equal number of negative samples. Binary Classification. Given a miRNA mature sequence and a target amino acid sequence, predict their likelihood of interaction. (1) The miRNA is hsa-miR-3160-3p with sequence AGAGCUGAGACUAGAAAGCCCA. The protein sequence of the target gene is MAAAFEASGALAAVATAMPAEHVAVQVPAPEPTPGPVRILRTAQDLSSPRTRTGDVLLAEPADFESLLLSRPVLEGLRAAGFERPSPVQLKAIPLGRCGLDLIVQAKSGTGKTCVFSTIALDSLVLENLSTQILILAPTREIAVQIHSVITAIGIKMEGLECHVFIGGTPLSQDKTRLKKCHIAVGSPGRIKQLIELDYLNPGSIRLFILDEADKLLEEGSFQEQINWIYSSLPASKQMLAVSATYPEFLANALTKYMRDPTFVRLNSSDPSLIGLKQYYKVVNSYPLAHKVFEEKTQHL.... Result: 0 (no interaction). (2) The miRNA is dme-miR-308-3p with sequence AAUCACAGGAUUAUACUGUGAG. The protein sequence of the target gene is MNPIVVVHGGGAGPISKDRKERVHQGMVRAATVGYGILREGGSAVDAVEGAVVALEDDPEFNAGCGSVLNTNGEVEMDASIMDGKDLSAGAVSAVQCIANPIKLARLVMEKTPHCFLTDQGAAQFAAAMGVPEIPGEKLVTERNKKRLEKEKHEKGAQKTDCQKNLGTVGAVALDCKGNVAYATSTGGIVNKMVGRVGDSPCLGAGGYADNDIGAVSTTGHGESILKVNLARLTLFHIEQGKTVEEAADLSLGYMKSRVKGLGGLIVVSKTGDWVAKWTSTSMPWAAAKDGKLHFGIDPD.... Result: 0 (no interaction). (3) The miRNA is hsa-miR-4770 with sequence UGAGAUGACACUGUAGCU. The protein sequence of the target gene is MALEVGDMEDGQLSDSDSDMTVAPSDRPLQLPKVLGGDSAMRAFQNTATACAPVSHYRAVESVDSSEESFSDSDDDSCLWKRKRQKCFNPPPKPEPFQFGQSSQKPPVAGGKKINNIWGAVLQEQNQDAVATELGILGMEGTIDRSRQSETYNYLLAKKLRKESQEHTKDLDKELDEYMHGGKKMGSKEEENGQGHLKRKRPVKDRLGNRPEMNYKGRYEITAEDSQEKVADEISFRLQEPKKDLIARVVRIIGNKKAIELLMETAEVEQNGGLFIMNGSRRRTPGGVFLNLLKNTPSIS.... Result: 1 (interaction). (4) The miRNA is hsa-miR-3689b-3p with sequence CUGGGAGGUGUGAUAUUGUGGU. The protein sequence of the target gene is MAKPRLLVLYFALIVVPAWVSSIVLTGTSEPPDAQTVAPAEDETLQNEADNQENVLSQLLGDYDKVKAMSEGSDCQCKCVVRPLGRDACQRINAGASRKEDFYTVETITSGSSCKCACVAPPSALNPCEGDFRLQKLREADSQDLKLSTIIDMLEGAFYGLDLLKLHSVTTKLVGRVDKLEEEVSKNLTKENEQIKEDMEEIRTEMNKRGKENCSENILDSMPDIRSALQRDAAAAYAHPEYEERFLQEETVSQQINSIELLQTRPLALPEVVKSQRPLQRQVHLRGRPASQPTVIRGIT.... Result: 0 (no interaction).